From a dataset of Full USPTO retrosynthesis dataset with 1.9M reactions from patents (1976-2016). Predict the reactants needed to synthesize the given product. (1) Given the product [CH3:1][O:2][C:3]([C:5]1([NH:12][C:13](=[O:26])[C:14]2[CH:19]=[CH:18][C:17]([O:20][CH3:21])=[C:16]([OH:22])[CH:15]=2)[CH2:6][CH2:7][CH2:8][CH2:9][CH2:10][CH2:11]1)=[O:4], predict the reactants needed to synthesize it. The reactants are: [CH3:1][O:2][C:3]([C:5]1([NH:12][C:13](=[O:26])[C:14]2[CH:19]=[CH:18][C:17]([O:20][CH3:21])=[C:16]([O:22]C(=O)C)[CH:15]=2)[CH2:11][CH2:10][CH2:9][CH2:8][CH2:7][CH2:6]1)=[O:4].C(=O)([O-])[O-].[K+].[K+].Cl. (2) The reactants are: [Cl:1][C:2]1[C:10]([N+:11]([O-:13])=[O:12])=[CH:9][CH:8]=[CH:7][C:3]=1[C:4](O)=[O:5].C(Cl)(=O)C(Cl)=O.[NH4+:20].[OH-]. Given the product [Cl:1][C:2]1[C:10]([N+:11]([O-:13])=[O:12])=[CH:9][CH:8]=[CH:7][C:3]=1[C:4]([NH2:20])=[O:5], predict the reactants needed to synthesize it. (3) Given the product [I-:30].[CH3:8][O:7][C:5]([C@@H:4]([O:9][C@H:10]([C:23]1[CH:24]=[CH:25][CH:26]=[CH:27][CH:28]=1)[C:11]1[CH:16]=[CH:15][C:14]([C:17]2[CH:18]=[N+:19]([CH3:31])[CH:20]=[CH:21][CH:22]=2)=[CH:13][CH:12]=1)[CH2:3][CH:2]([CH3:29])[CH3:1])=[O:6], predict the reactants needed to synthesize it. The reactants are: [CH3:1][CH:2]([CH3:29])[CH2:3][C@H:4]([O:9][C@H:10]([C:23]1[CH:28]=[CH:27][CH:26]=[CH:25][CH:24]=1)[C:11]1[CH:16]=[CH:15][C:14]([C:17]2[CH:18]=[N:19][CH:20]=[CH:21][CH:22]=2)=[CH:13][CH:12]=1)[C:5]([O:7][CH3:8])=[O:6].[I:30][CH3:31]. (4) Given the product [CH:15]1[CH:16]=[C:17]2[CH:18]=[CH:19][C:20]([OH:24])=[C:21]([C:21]3[C:22]4[C:17](=[CH:16][CH:15]=[CH:14][CH:23]=4)[CH:18]=[CH:19][C:20]=3[OH:24])[C:22]2=[CH:23][CH:14]=1, predict the reactants needed to synthesize it. The reactants are: C(O[C:14]1[CH:23]=[C:22]2[C:17]([CH:18]=[CH:19][C:20]([OH:24])=[CH:21]2)=[CH:16][CH:15]=1)CCCCCCCCCCC. (5) Given the product [Cl:32][C:33]1[CH:34]=[C:35]([NH:47][C:48]2[C:57]3[C:52](=[CH:53][CH:54]=[C:55]([O:58][CH:29]4[CH2:28][N:27]([C:25]([O:24][C:20]([CH3:21])([CH3:22])[CH3:23])=[O:26])[CH2:30]4)[CH:56]=3)[N:51]=[CH:50][N:49]=2)[CH:36]=[CH:37][C:38]=1[O:39][CH2:40][C:41]1[CH:46]=[CH:45][CH:44]=[CH:43][N:42]=1, predict the reactants needed to synthesize it. The reactants are: C1(P(C2C=CC=CC=2)C2C=CC=CC=2)C=CC=CC=1.[C:20]([O:24][C:25]([N:27]1[CH:30](O)[CH2:29][CH2:28]1)=[O:26])([CH3:23])([CH3:22])[CH3:21].[Cl:32][C:33]1[CH:34]=[C:35]([NH:47][C:48]2[C:57]3[C:52](=[CH:53][CH:54]=[C:55]([OH:58])[CH:56]=3)[N:51]=[CH:50][N:49]=2)[CH:36]=[CH:37][C:38]=1[O:39][CH2:40][C:41]1[CH:46]=[CH:45][CH:44]=[CH:43][N:42]=1. (6) The reactants are: [CH2:1]([NH:3][C:4]1[C:5]([NH2:11])=[N:6][CH:7]=[N:8][C:9]=1[Cl:10])[CH3:2].[O:12]1CCOC[CH2:13]1. Given the product [CH2:1]([N:3]1[C:4]2[C:5](=[N:6][CH:7]=[N:8][C:9]=2[Cl:10])[NH:11][C:13]1=[O:12])[CH3:2], predict the reactants needed to synthesize it. (7) Given the product [F:17][C@H:2]1[CH2:3][C@@:4]2([CH3:5])[C@@H:30]([CH2:31][CH2:32][C:33]2=[O:37])[C@H:29]2[C@H:20]1[C@@H:21]1[C:26]([CH2:27][CH2:28]2)=[CH:25][C:24](=[O:38])[CH2:23][CH2:22]1, predict the reactants needed to synthesize it. The reactants are: F[C:2]([F:17])(S(F)(=O)=O)[C:3](F)(F)[C:4](F)(F)[C:5](F)(F)F.O[C@H]1C[C@@]2(C)[C@@H:30]([CH2:31][CH2:32][C:33]2=[O:37])[C@H:29]2[C@H:20]1[C@@H:21]1[C:26]([CH2:27][CH2:28]2)=[CH:25][C:24](=[O:38])[CH2:23][CH2:22]1.